Dataset: Catalyst prediction with 721,799 reactions and 888 catalyst types from USPTO. Task: Predict which catalyst facilitates the given reaction. Reactant: C(N(CC)CC)C.[O:8]1[CH:12]=[CH:11][C:10]([CH2:13][N:14]2[C:18]3=[N:19][CH:20]=[CH:21][CH:22]=[C:17]3[C:16]([CH:23]3[CH2:28][CH2:27][NH:26][CH2:25][CH2:24]3)=[CH:15]2)=[CH:9]1.[CH3:29][O:30][C:31](=[O:40])[C:32]1[CH:37]=[CH:36][CH:35]=[C:34]([CH2:38]Br)[CH:33]=1. Product: [CH3:29][O:30][C:31](=[O:40])[C:32]1[CH:37]=[CH:36][CH:35]=[C:34]([CH2:38][N:26]2[CH2:25][CH2:24][CH:23]([C:16]3[C:17]4[C:18](=[N:19][CH:20]=[CH:21][CH:22]=4)[N:14]([CH2:13][C:10]4[CH:11]=[CH:12][O:8][CH:9]=4)[CH:15]=3)[CH2:28][CH2:27]2)[CH:33]=1. The catalyst class is: 4.